This data is from Full USPTO retrosynthesis dataset with 1.9M reactions from patents (1976-2016). The task is: Predict the reactants needed to synthesize the given product. (1) Given the product [CH3:3][C:4]1[N:8]([CH2:18][C:19]2[CH:20]=[CH:21][C:22]([S:25]([CH3:28])(=[O:27])=[O:26])=[CH:23][CH:24]=2)[C:7]2[S:9][CH:10]=[CH:11][C:6]=2[C:5]=1[CH2:12][C:13]([O:15][CH3:16])=[O:14], predict the reactants needed to synthesize it. The reactants are: [H-].[Na+].[CH3:3][C:4]1[NH:8][C:7]2[S:9][CH:10]=[CH:11][C:6]=2[C:5]=1[CH2:12][C:13]([O:15][CH3:16])=[O:14].Cl[CH2:18][C:19]1[CH:24]=[CH:23][C:22]([S:25]([CH3:28])(=[O:27])=[O:26])=[CH:21][CH:20]=1.[I-].[Na+]. (2) Given the product [NH2:13][C:4]1[CH:3]=[C:2]([CH3:1])[C:7]([S:8]([NH2:9])(=[O:10])=[O:11])=[C:6]([CH3:12])[CH:5]=1, predict the reactants needed to synthesize it. The reactants are: [CH3:1][C:2]1[CH:3]=[C:4]([NH:13]C(=O)C)[CH:5]=[C:6]([CH3:12])[C:7]=1[S:8](=[O:11])(=[O:10])[NH2:9].[OH-].[Na+].